Dataset: Full USPTO retrosynthesis dataset with 1.9M reactions from patents (1976-2016). Task: Predict the reactants needed to synthesize the given product. (1) Given the product [CH3:1][O:2][C:3]1[CH:11]=[CH:10][C:6]([CH2:7][CH2:8][NH:9][C:14](=[O:16])[CH3:15])=[CH:5][CH:4]=1, predict the reactants needed to synthesize it. The reactants are: [CH3:1][O:2][C:3]1[CH:11]=[CH:10][C:6]([CH2:7][CH2:8][NH2:9])=[CH:5][CH:4]=1.[OH-].[Na+].[C:14](Cl)(=[O:16])[CH3:15]. (2) Given the product [C:22]([O:26][C:27]([N:29]1[C:33]2[CH:34]=[CH:35][CH:36]=[CH:37][C:32]=2[N:31]=[C:30]1[CH2:38][N:12]([CH2:11][CH2:10][CH2:9][CH2:8][NH:7][C:6]([O:5][C:1]([CH3:4])([CH3:3])[CH3:2])=[O:21])[CH2:13][C:14]1[C:19]([CH3:20])=[CH:18][CH:17]=[CH:16][N:15]=1)=[O:28])([CH3:25])([CH3:24])[CH3:23], predict the reactants needed to synthesize it. The reactants are: [C:1]([O:5][C:6](=[O:21])[NH:7][CH2:8][CH2:9][CH2:10][CH2:11][NH:12][CH2:13][C:14]1[C:19]([CH3:20])=[CH:18][CH:17]=[CH:16][N:15]=1)([CH3:4])([CH3:3])[CH3:2].[C:22]([O:26][C:27]([N:29]1[C:33]2[CH:34]=[CH:35][CH:36]=[CH:37][C:32]=2[N:31]=[C:30]1[CH2:38]Cl)=[O:28])([CH3:25])([CH3:24])[CH3:23].CCN(C(C)C)C(C)C.